This data is from Full USPTO retrosynthesis dataset with 1.9M reactions from patents (1976-2016). The task is: Predict the reactants needed to synthesize the given product. (1) The reactants are: [N:1]1([C:12]([O:14][C:15]([CH3:18])([CH3:17])[CH3:16])=[O:13])[CH2:6][CH2:5][CH:4]([C:7]([O:9][CH2:10][CH3:11])=[O:8])[CH2:3][CH2:2]1.C[Si]([N-][Si](C)(C)C)(C)C.[Na+].Br[CH2:30][CH2:31][O:32][C:33]1[CH:38]=[CH:37][CH:36]=[CH:35][CH:34]=1. Given the product [O:32]([CH2:31][CH2:30][C:4]1([C:7]([O:9][CH2:10][CH3:11])=[O:8])[CH2:3][CH2:2][N:1]([C:12]([O:14][C:15]([CH3:17])([CH3:16])[CH3:18])=[O:13])[CH2:6][CH2:5]1)[C:33]1[CH:38]=[CH:37][CH:36]=[CH:35][CH:34]=1, predict the reactants needed to synthesize it. (2) Given the product [CH3:20][CH:21]([CH3:24])[CH2:22][N:15]1[CH2:14][CH2:13][C:12]2[CH:18]=[CH:19][C:9]([O:8][CH2:7][C:1]3[CH:2]=[CH:3][CH:4]=[CH:5][CH:6]=3)=[CH:10][C:11]=2[CH2:17][CH2:16]1, predict the reactants needed to synthesize it. The reactants are: [C:1]1([CH2:7][O:8][C:9]2[CH:19]=[CH:18][C:12]3[CH2:13][CH2:14][NH:15][CH2:16][CH2:17][C:11]=3[CH:10]=2)[CH:6]=[CH:5][CH:4]=[CH:3][CH:2]=1.[CH3:20][CH:21]([CH3:24])[CH:22]=O.